This data is from Reaction yield outcomes from USPTO patents with 853,638 reactions. The task is: Predict the reaction yield, written as a fraction of the theoretical maximum amount of product (1.0 means a 100% yield; for example, 0.34 means a 34% yield). (1) The reactants are [Cl:1][C:2]1[C:20]([Cl:21])=[CH:19][C:5]2[N:6]([C:9]3[S:13][C:12]([C:14]([O:16][CH3:17])=[O:15])=[C:11]([OH:18])[CH:10]=3)[CH:7]=[N:8][C:4]=2[CH:3]=1.[S:22]1[CH:26]=[CH:25][C:24]([CH2:27]O)=[CH:23]1.N(C(OCC)=O)NC(OCC)=O. No catalyst specified. The product is [Cl:1][C:2]1[C:20]([Cl:21])=[CH:19][C:5]2[N:6]([C:9]3[S:13][C:12]([C:14]([O:16][CH3:17])=[O:15])=[C:11]([O:18][CH2:27][C:24]4[CH:25]=[CH:26][S:22][CH:23]=4)[CH:10]=3)[CH:7]=[N:8][C:4]=2[CH:3]=1. The yield is 0.650. (2) The reactants are [Si]([O:8][C@@H:9]1[CH2:14][C@@H:13]([F:15])[CH2:12][NH:11][CH2:10]1)(C(C)(C)C)(C)C.Cl.[CH:17]([OH:20])([CH3:19])C.[CH3:21][OH:22]. No catalyst specified. The product is [F:15][C@@H:13]1[CH2:14][C@@H:9]([OH:8])[CH2:10][N:11]([C:21]([O:20][CH2:17][C:19]2[CH:10]=[CH:9][CH:14]=[CH:13][CH:12]=2)=[O:22])[CH2:12]1. The yield is 0.940. (3) The reactants are [OH-].[Li+].[CH2:3]([O:5]/[C:6](=[CH:12]\[C:13]1[CH:18]=[CH:17][C:16]([C:19]2[CH:24]=[CH:23][CH:22]=[C:21]([N:25]([CH3:36])[C:26]([NH:28][CH2:29][CH2:30][CH2:31][CH2:32][CH2:33][CH2:34][CH3:35])=[O:27])[CH:20]=2)=[CH:15][CH:14]=1)/[C:7]([O:9]CC)=[O:8])[CH3:4].C(O)(=O)C.O. The catalyst is O1CCCC1.C(OCC)(=O)C. The product is [CH2:3]([O:5]/[C:6](=[CH:12]\[C:13]1[CH:18]=[CH:17][C:16]([C:19]2[CH:24]=[CH:23][CH:22]=[C:21]([N:25]([CH3:36])[C:26]([NH:28][CH2:29][CH2:30][CH2:31][CH2:32][CH2:33][CH2:34][CH3:35])=[O:27])[CH:20]=2)=[CH:15][CH:14]=1)/[C:7]([OH:9])=[O:8])[CH3:4]. The yield is 0.680.